Dataset: Catalyst prediction with 721,799 reactions and 888 catalyst types from USPTO. Task: Predict which catalyst facilitates the given reaction. (1) Reactant: Cl.[N:2]1([C:8]2[C:9]3[N:10]([N:19]=[N:20][N:21]=3)[C:11]([C:14]3[S:15][CH:16]=[CH:17][CH:18]=3)=[CH:12][N:13]=2)[CH2:7][CH2:6][NH:5][CH2:4][CH2:3]1.C=O.[CH2:24](Cl)Cl.C([O-])(O)=O.[Na+]. Product: [CH3:24][N:5]1[CH2:4][CH2:3][N:2]([C:8]2[C:9]3[N:10]([N:19]=[N:20][N:21]=3)[C:11]([C:14]3[S:15][CH:16]=[CH:17][CH:18]=3)=[CH:12][N:13]=2)[CH2:7][CH2:6]1. The catalyst class is: 5. (2) Reactant: [NH2:1][C:2]1[C:11]([CH2:12][OH:13])=[C:10]([C:14]2[CH:19]=[CH:18][C:17]([CH3:20])=[CH:16][CH:15]=2)[C:5]([C:6]([O:8][CH3:9])=[O:7])=[C:4]([CH3:21])[N:3]=1.C1C=C[NH+]=CC=1.[O-][Cr](Cl)(=O)=O. Product: [NH2:1][C:2]1[C:11]([CH:12]=[O:13])=[C:10]([C:14]2[CH:15]=[CH:16][C:17]([CH3:20])=[CH:18][CH:19]=2)[C:5]([C:6]([O:8][CH3:9])=[O:7])=[C:4]([CH3:21])[N:3]=1. The catalyst class is: 4. (3) Reactant: [F:1][C:2]1[CH:7]=[C:6]([N+:8]([O-:10])=[O:9])[C:5]([F:11])=[CH:4][C:3]=1[NH:12]C(=O)C. Product: [F:1][C:2]1[CH:7]=[C:6]([N+:8]([O-:10])=[O:9])[C:5]([F:11])=[CH:4][C:3]=1[NH2:12]. The catalyst class is: 502.